Dataset: Full USPTO retrosynthesis dataset with 1.9M reactions from patents (1976-2016). Task: Predict the reactants needed to synthesize the given product. (1) Given the product [Cl:9][CH2:10][C:11]([NH:1][C:2]1[CH:7]=[CH:6][C:5]([OH:8])=[CH:4][CH:3]=1)=[O:12], predict the reactants needed to synthesize it. The reactants are: [NH2:1][C:2]1[CH:7]=[CH:6][C:5]([OH:8])=[CH:4][CH:3]=1.[Cl:9][CH2:10][C:11](Cl)=[O:12]. (2) The reactants are: [C:18]1(P([C:14]2[CH:19]=[CH:18][CH:17]=[CH:16]C=2)[C:18]2[CH:19]=[CH:14]C=[CH:16][CH:17]=2)[CH:19]=[CH:14]C=[CH:16][CH:17]=1.[N:20]([C:27](OCC)=O)=NC(OCC)=O.[NH2:32][C:33]1[C:34]([C:38]2[N:39]([CH2:49][CH3:50])[C:40]3[C:45]([OH:46])=[CH:44][N:43]=[C:42]([Cl:47])[C:41]=3[N:48]=2)=[N:35][O:36][N:37]=1.[CH2:51](Cl)Cl. Given the product [Cl:47][C:42]1[C:41]2[N:48]=[C:38]([C:34]3[C:33]([NH2:32])=[N:37][O:36][N:35]=3)[N:39]([CH2:49][CH3:50])[C:40]=2[C:45]([O:46][CH2:51][C@H:19]2[CH2:18][CH2:17][CH2:16][N:20]([CH3:27])[CH2:14]2)=[CH:44][N:43]=1, predict the reactants needed to synthesize it. (3) Given the product [CH3:1][CH:2]1[CH2:7][CH2:6][C:5]2[N:10]=[CH:15][C:14]([N+:16]([O-:18])=[O:17])=[CH:13][C:4]=2[CH2:3]1, predict the reactants needed to synthesize it. The reactants are: [CH3:1][CH:2]1[CH2:7][CH2:6][C:5](=O)[CH2:4][CH2:3]1.C[N:10]1[CH:15]=[C:14]([N+:16]([O-:18])=[O:17])[CH:13]=C([N+]([O-])=O)C1=O.N. (4) Given the product [CH3:1][C@@:2]12[C@H:13]3[CH2:14][CH2:15][C@:16]4([CH3:27])[C@@:21]5([O:26][C:24](=[O:25])[CH2:23][CH2:22]5)[C@@H:20]5[C@@H:18]([CH2:19]5)[C@H:17]4[C@@H:12]3[C@@H:11]3[C@@H:9]([CH2:10]3)[C:8]1=[CH:7][C:5](=[O:6])[CH2:4][CH2:3]2.[CH3:22][C:23]([C:24]([O:26][CH3:21])=[O:25])=[CH2:28], predict the reactants needed to synthesize it. The reactants are: [CH3:1][C@@:2]12[C@H:13]3[CH2:14][CH2:15][C@:16]4([CH3:27])[C@@:21]5([O:26][C:24](=[O:25])[CH2:23][CH2:22]5)[C@@H:20]5[C@@H:18]([CH2:19]5)[C@H:17]4[C@@H:12]3[C@@H:11]3[C@@H:9]([CH2:10]3)[C:8]1=[CH:7][C:5](=[O:6])[CH2:4][CH2:3]2.[CH2:28](O)C. (5) The reactants are: [O:1]=[C:2]1[N:7]([C:8]2[CH:13]=[CH:12][C:11]([O:14][CH2:15][C:16]([F:19])([F:18])[F:17])=[CH:10][CH:9]=2)[C:6]([S:20][CH2:21][CH2:22][CH2:23][C:24]([O:26]C(C)(C)C)=[O:25])=[N:5][C:4]2[CH:31]=[CH:32][NH:33][C:3]1=2.Cl. Given the product [O:1]=[C:2]1[N:7]([C:8]2[CH:13]=[CH:12][C:11]([O:14][CH2:15][C:16]([F:17])([F:19])[F:18])=[CH:10][CH:9]=2)[C:6]([S:20][CH2:21][CH2:22][CH2:23][C:24]([OH:26])=[O:25])=[N:5][C:4]2[CH:31]=[CH:32][NH:33][C:3]1=2, predict the reactants needed to synthesize it.